Dataset: Reaction yield outcomes from USPTO patents with 853,638 reactions. Task: Predict the reaction yield, written as a fraction of the theoretical maximum amount of product (1.0 means a 100% yield; for example, 0.34 means a 34% yield). The reactants are C(OC([N:8]1[CH2:12][CH2:11][CH2:10][CH:9]1[CH2:13][O:14][C:15]1[C:24]([Cl:25])=[CH:23][C:18]([C:19]([O:21][CH3:22])=[O:20])=[CH:17][C:16]=1[Cl:26])=O)(C)(C)C.C(O)(C(F)(F)F)=O. The product is [Cl:26][C:16]1[CH:17]=[C:18]([CH:23]=[C:24]([Cl:25])[C:15]=1[O:14][CH2:13][CH:9]1[CH2:10][CH2:11][CH2:12][NH:8]1)[C:19]([O:21][CH3:22])=[O:20]. The yield is 0.680. The catalyst is C(Cl)Cl.